Task: Predict which catalyst facilitates the given reaction.. Dataset: Catalyst prediction with 721,799 reactions and 888 catalyst types from USPTO (1) Reactant: [C:1]1([C:7]2[C:15]3[C:10](=[CH:11][CH:12]=[C:13]([NH:16][C:17]([C:19]4[CH:28]=[CH:27][C:22]([C:23]([O:25]C)=[O:24])=[CH:21][CH:20]=4)=[O:18])[CH:14]=3)[NH:9][N:8]=2)[CH:6]=[CH:5][CH:4]=[CH:3][CH:2]=1.[OH-].[Li+].Cl. Product: [C:1]1([C:7]2[C:15]3[C:10](=[CH:11][CH:12]=[C:13]([NH:16][C:17]([C:19]4[CH:20]=[CH:21][C:22]([C:23]([OH:25])=[O:24])=[CH:27][CH:28]=4)=[O:18])[CH:14]=3)[NH:9][N:8]=2)[CH:6]=[CH:5][CH:4]=[CH:3][CH:2]=1. The catalyst class is: 30. (2) Reactant: [Cl:1][C:2]1[CH:11]=[C:10]2[C:5]([C:6]([OH:17])=[C:7]([C:12]([O:14]CC)=[O:13])[CH:8]=[N:9]2)=[CH:4][C:3]=1[I:18].[OH-].[Na+]. Product: [Cl:1][C:2]1[CH:11]=[C:10]2[C:5]([C:6]([OH:17])=[C:7]([C:12]([OH:14])=[O:13])[CH:8]=[N:9]2)=[CH:4][C:3]=1[I:18]. The catalyst class is: 20. (3) Reactant: [Cl:1][C:2]1[CH:32]=[CH:31][CH:30]=[C:29]([F:33])[C:3]=1[CH2:4][C:5]1[CH:6]=[C:7]([NH:14][C:15]2[CH:20]=[CH:19][C:18]([N:21]3[CH2:26][CH2:25][NH:24][CH2:23][CH2:22]3)=[CH:17][C:16]=2[O:27][CH3:28])[C:8]([C:11]([NH2:13])=[O:12])=[N:9][CH:10]=1.C(N(CC)CC)C.Cl.Cl[CH2:43][CH2:44][N:45]1[CH2:50][CH2:49][O:48][CH2:47][CH2:46]1. Product: [Cl:1][C:2]1[CH:32]=[CH:31][CH:30]=[C:29]([F:33])[C:3]=1[CH2:4][C:5]1[CH:6]=[C:7]([NH:14][C:15]2[CH:20]=[CH:19][C:18]([N:21]3[CH2:26][CH2:25][N:24]([CH2:43][CH2:44][N:45]4[CH2:50][CH2:49][O:48][CH2:47][CH2:46]4)[CH2:23][CH2:22]3)=[CH:17][C:16]=2[O:27][CH3:28])[C:8]([C:11]([NH2:13])=[O:12])=[N:9][CH:10]=1. The catalyst class is: 7. (4) Reactant: [CH3:1][C:2]1[CH:3]=[C:4]([CH:45]=[CH:46][CH:47]=1)[CH2:5][NH:6][C:7]1[N:12]=[CH:11][N:10]=[C:9]([C:13]2[CH:18]=[C:17]([N:19]3[CH2:24][CH2:23][CH2:22][CH2:21][CH2:20]3)[CH:16]=[CH:15][C:14]=2[NH:25][C:26]([C:28]2[CH:29]=[C:30]([CH:42]=[CH:43][CH:44]=2)[CH2:31][S:32][CH2:33][CH2:34][C:35]([O:37]C(C)(C)C)=[O:36])=[O:27])[CH:8]=1.FC(F)(F)C(O)=O. Product: [CH3:1][C:2]1[CH:3]=[C:4]([CH:45]=[CH:46][CH:47]=1)[CH2:5][NH:6][C:7]1[N:12]=[CH:11][N:10]=[C:9]([C:13]2[CH:18]=[C:17]([N:19]3[CH2:20][CH2:21][CH2:22][CH2:23][CH2:24]3)[CH:16]=[CH:15][C:14]=2[NH:25][C:26]([C:28]2[CH:29]=[C:30]([CH:42]=[CH:43][CH:44]=2)[CH2:31][S:32][CH2:33][CH2:34][C:35]([OH:37])=[O:36])=[O:27])[CH:8]=1. The catalyst class is: 4. (5) Reactant: Cl[C:2]1[N:11]=[C:10]([C:12]2[CH:17]=[CH:16][CH:15]=[C:14]([Cl:18])[CH:13]=2)[C:9]2[C:4](=[CH:5][CH:6]=[C:7]([C:19]([C:27]3[CH:32]=[CH:31][C:30]([F:33])=[CH:29][CH:28]=3)([C:21]3[N:25]([CH3:26])[CH:24]=[N:23][CH:22]=3)[OH:20])[CH:8]=2)[N:3]=1.[N-:34]=[N+:35]=[N-:36].[Na+]. Product: [Cl:18][C:14]1[CH:13]=[C:12]([C:10]2[C:9]3[C:4](=[CH:5][CH:6]=[C:7]([C:19]([C:27]4[CH:28]=[CH:29][C:30]([F:33])=[CH:31][CH:32]=4)([C:21]4[N:25]([CH3:26])[CH:24]=[N:23][CH:22]=4)[OH:20])[CH:8]=3)[N:3]3[N:34]=[N:35][N:36]=[C:2]3[N:11]=2)[CH:17]=[CH:16][CH:15]=1. The catalyst class is: 3. (6) Reactant: [CH2:1]([C:5]1[N:6]=[C:7]([CH3:27])[NH:8][C:9](=[O:26])[C:10]=1[CH2:11][C:12]1[CH:17]=[CH:16][C:15]([C:18]2[C:19]([C:24]#[N:25])=[CH:20][CH:21]=[CH:22][CH:23]=2)=[CH:14][CH:13]=1)[CH2:2][CH2:3][CH3:4].[CH:28]1[C:37]2[C:32](=[CH:33][CH:34]=[CH:35][CH:36]=2)[CH:31]=[CH:30][C:29]=1B(O)O.C(N(CC)CC)C.N1C=CC=CC=1. Product: [CH2:1]([C:5]1[N:6]=[C:7]([CH3:27])[N:8]([C:30]2[CH:29]=[CH:28][C:37]3[C:32](=[CH:33][CH:34]=[CH:35][CH:36]=3)[CH:31]=2)[C:9](=[O:26])[C:10]=1[CH2:11][C:12]1[CH:17]=[CH:16][C:15]([C:18]2[C:19]([C:24]#[N:25])=[CH:20][CH:21]=[CH:22][CH:23]=2)=[CH:14][CH:13]=1)[CH2:2][CH2:3][CH3:4]. The catalyst class is: 297. (7) Reactant: [Cl:1][C:2]1[C:7]([Cl:8])=[C:6](I)[CH:5]=[CH:4][N:3]=1.[C:10]1([CH:16]2[CH2:21][CH2:20][NH:19][CH2:18][CH2:17]2)[CH:15]=[CH:14][CH:13]=[CH:12][CH:11]=1.CCN(C(C)C)C(C)C.C([O-])(O)=O.[Na+]. Product: [Cl:1][C:2]1[C:7]([Cl:8])=[C:6]([N:19]2[CH2:20][CH2:21][CH:16]([C:10]3[CH:15]=[CH:14][CH:13]=[CH:12][CH:11]=3)[CH2:17][CH2:18]2)[CH:5]=[CH:4][N:3]=1. The catalyst class is: 23.